Predict which catalyst facilitates the given reaction. From a dataset of Catalyst prediction with 721,799 reactions and 888 catalyst types from USPTO. (1) Reactant: [CH:1]([O:4][C:5]1[CH:10]=[CH:9][C:8]([NH:11][C:12]([N:14]2[CH2:19][CH2:18][CH:17]([C:20]3[C:29]4[C:24](=[CH:25][CH:26]=[C:27]([C:30]#[C:31][CH2:32]OS(C)(=O)=O)[CH:28]=4)[N:23]=[CH:22][N:21]=3)[CH2:16][CH2:15]2)=[O:13])=[CH:7][CH:6]=1)([CH3:3])[CH3:2].[CH2:38]([NH:40][CH2:41][CH3:42])[CH3:39]. Product: [CH:1]([O:4][C:5]1[CH:6]=[CH:7][C:8]([NH:11][C:12]([N:14]2[CH2:19][CH2:18][CH:17]([C:20]3[C:29]4[C:24](=[CH:25][CH:26]=[C:27]([C:30]#[C:31][CH2:32][N:40]([CH2:41][CH3:42])[CH2:38][CH3:39])[CH:28]=4)[N:23]=[CH:22][N:21]=3)[CH2:16][CH2:15]2)=[O:13])=[CH:9][CH:10]=1)([CH3:3])[CH3:2]. The catalyst class is: 23. (2) Reactant: [CH3:1][O:2][C:3]1[C:11]2[C:6](=[CH:7][C:8]([C:12]([O:14]C)=[O:13])=[CH:9][CH:10]=2)[N:5](C(OCC)=O)[N:4]=1.[OH-].[K+]. Product: [CH3:1][O:2][C:3]1[C:11]2[C:6](=[CH:7][C:8]([C:12]([OH:14])=[O:13])=[CH:9][CH:10]=2)[NH:5][N:4]=1. The catalyst class is: 8.